From a dataset of Full USPTO retrosynthesis dataset with 1.9M reactions from patents (1976-2016). Predict the reactants needed to synthesize the given product. Given the product [CH2:1]([N:8]1[CH2:18][CH2:17][C:11]2[N:12]=[CH:13][N:14]=[C:15]([NH:28][CH2:27][C:24]3[CH:25]=[N:26][C:21]([C:20]([F:30])([F:19])[F:29])=[CH:22][CH:23]=3)[C:10]=2[CH2:9]1)[C:2]1[CH:7]=[CH:6][CH:5]=[CH:4][CH:3]=1, predict the reactants needed to synthesize it. The reactants are: [CH2:1]([N:8]1[CH2:18][CH2:17][C:11]2[N:12]=[CH:13][N:14]=[C:15](Cl)[C:10]=2[CH2:9]1)[C:2]1[CH:7]=[CH:6][CH:5]=[CH:4][CH:3]=1.[F:19][C:20]([F:30])([F:29])[C:21]1[N:26]=[CH:25][C:24]([CH2:27][NH2:28])=[CH:23][CH:22]=1.C(N(CC)C(C)C)(C)C.